From a dataset of Full USPTO retrosynthesis dataset with 1.9M reactions from patents (1976-2016). Predict the reactants needed to synthesize the given product. (1) Given the product [F:40][C:2]1([F:1])[O:6][C:5]2[CH:7]=[CH:8][C:9]([C:11]3([C:14]([NH:16][C:17]4[CH:18]=[C:19]5[C:23](=[CH:24][C:25]=4[F:26])[N:22]([CH2:27][C@@H:28]([OH:29])[CH2:32][OH:31])[C:21]([C:35]([CH3:38])([CH3:39])[CH2:36][OH:37])=[CH:20]5)=[O:15])[CH2:12][CH2:13]3)=[CH:10][C:4]=2[O:3]1, predict the reactants needed to synthesize it. The reactants are: [F:1][C:2]1([F:40])[O:6][C:5]2[CH:7]=[CH:8][C:9]([C:11]3([C:14]([NH:16][C:17]4[CH:18]=[C:19]5[C:23](=[CH:24][C:25]=4[F:26])[N:22]([CH2:27][C@@H:28]4[CH2:32][O:31]C(C)(C)[O:29]4)[C:21]([C:35]([CH3:39])([CH3:38])[CH2:36][OH:37])=[CH:20]5)=[O:15])[CH2:13][CH2:12]3)=[CH:10][C:4]=2[O:3]1.O.CC1C=CC(S(O)(=O)=O)=CC=1.O. (2) The reactants are: Cl[C:2]1[CH:7]=[C:6]([O:8][C:9]2[CH:14]=[CH:13][C:12]([N+:15]([O-:17])=[O:16])=[CH:11][CH:10]=2)[N:5]=[CH:4][N:3]=1.[NH3:18].C(O)C.C(OCC)(=O)C.O. Given the product [N+:15]([C:12]1[CH:13]=[CH:14][C:9]([O:8][C:6]2[N:5]=[CH:4][N:3]=[C:2]([NH2:18])[CH:7]=2)=[CH:10][CH:11]=1)([O-:17])=[O:16], predict the reactants needed to synthesize it. (3) Given the product [F:35][C:26]1[C:25]([B:2]([C:25]2[C:26]([F:35])=[C:27]([F:34])[C:28]([F:33])=[C:29]([F:32])[C:30]=2[F:31])[C:3]2[C:8]([F:9])=[C:7]([F:10])[C:6]([F:11])=[C:5]([F:12])[C:4]=2[B:13]([C:25]2[C:30]([F:31])=[C:29]([F:32])[C:28]([F:33])=[C:27]([F:34])[C:26]=2[F:35])[C:25]2[C:26]([F:35])=[C:27]([F:34])[C:28]([F:33])=[C:29]([F:32])[C:30]=2[F:31])=[C:30]([F:31])[C:29]([F:32])=[C:28]([F:33])[C:27]=1[F:34], predict the reactants needed to synthesize it. The reactants are: Br[B:2](Br)[C:3]1[C:8]([F:9])=[C:7]([F:10])[C:6]([F:11])=[C:5]([F:12])[C:4]=1[B:13](Br)Br.[F:35][C:26]1[C:25]([Zn][C:25]2[C:30]([F:31])=[C:29]([F:32])[C:28]([F:33])=[C:27]([F:34])[C:26]=2[F:35])=[C:30]([F:31])[C:29]([F:32])=[C:28]([F:33])[C:27]=1[F:34]. (4) The reactants are: [F:1][C:2]1[CH:18]=[C:17]([N+:19]([O-])=O)[CH:16]=[CH:15][C:3]=1[O:4][C:5]1[CH:10]=[CH:9][N:8]=[C:7]2[NH:11][C:12]([CH3:14])=[CH:13][C:6]=12.[Cl-].[NH4+]. Given the product [F:1][C:2]1[CH:18]=[C:17]([NH2:19])[CH:16]=[CH:15][C:3]=1[O:4][C:5]1[CH:10]=[CH:9][N:8]=[C:7]2[NH:11][C:12]([CH3:14])=[CH:13][C:6]=12, predict the reactants needed to synthesize it. (5) Given the product [CH3:3][CH2:4][N:5]1[C:26]2[CH:27]=[CH:28][C:29]([S:31]([O-:34])(=[O:33])=[O:32])=[CH:30][C:25]=2[S:24]/[C:6]/1=[N:7]\[N:8]=[C:9]1/[S:10][C:11]2[CH:19]=[C:18]([S:20]([O-:23])(=[O:22])=[O:21])[CH:17]=[CH:16][C:12]=2[N:13]/1[CH2:14][CH3:15].[NH4+:35].[NH4+:5].[OH:1][OH:2], predict the reactants needed to synthesize it. The reactants are: [OH:1][OH:2].[CH3:3][CH2:4][N:5]1[C:26]2[CH:27]=[CH:28][C:29]([S:31]([O-:34])(=[O:33])=[O:32])=[CH:30][C:25]=2[S:24]/[C:6]/1=[N:7]\[N:8]=[C:9]1/[S:10][C:11]2[CH:19]=[C:18]([S:20]([O-:23])(=[O:22])=[O:21])[CH:17]=[CH:16][C:12]=2[N:13]/1[CH2:14][CH3:15].[NH4+:35].[NH4+]. (6) The reactants are: [CH2:1]([O:3][C:4](=[O:21])[CH2:5][C:6]1[CH:11]=[CH:10][C:9]([O:12][CH2:13][C:14]2[CH:19]=[CH:18][CH:17]=[CH:16][CH:15]=2)=[C:8](Br)[CH:7]=1)[CH3:2].[B:22]1([B:22]2[O:26][C:25]([CH3:28])([CH3:27])[C:24]([CH3:30])([CH3:29])[O:23]2)[O:26][C:25]([CH3:28])([CH3:27])[C:24]([CH3:30])([CH3:29])[O:23]1. Given the product [CH2:1]([O:3][C:4](=[O:21])[CH2:5][C:6]1[CH:11]=[CH:10][C:9]([O:12][CH2:13][C:14]2[CH:19]=[CH:18][CH:17]=[CH:16][CH:15]=2)=[C:8]([B:22]2[O:26][C:25]([CH3:28])([CH3:27])[C:24]([CH3:30])([CH3:29])[O:23]2)[CH:7]=1)[CH3:2], predict the reactants needed to synthesize it. (7) Given the product [Cl:1][C:2]1[CH:3]=[CH:4][C:5]([CH2:6][CH2:7][NH:8][C:9]([C:11]2[CH:29]=[CH:28][C:14]([O:15][C:16]3[CH:21]=[CH:20][C:19]([CH2:22][C:23]([O:25][CH3:26])=[O:24])=[CH:18][C:17]=3[F:27])=[C:13]([NH2:30])[CH:12]=2)=[O:10])=[CH:33][CH:34]=1, predict the reactants needed to synthesize it. The reactants are: [Cl:1][C:2]1[CH:34]=[CH:33][C:5]([CH2:6][CH2:7][NH:8][C:9]([C:11]2[CH:29]=[CH:28][C:14]([O:15][C:16]3[CH:21]=[CH:20][C:19]([CH2:22][C:23]([O:25][CH3:26])=[O:24])=[CH:18][C:17]=3[F:27])=[C:13]([N+:30]([O-])=O)[CH:12]=2)=[O:10])=[CH:4][CH:3]=1.[NH4+].[Cl-]. (8) Given the product [OH:11][C@H:12]1[CH2:33][CH2:32][C@@:31]2([CH3:34])[CH:14]([CH2:15][CH2:16][C:17]3[C:18]4[C@:27]([CH3:35])([CH2:28][CH2:29][C:30]=32)[C@@H:21]([C@@H:22]([CH3:26])[CH2:23][CH:24]=[O:39])[CH2:20][CH:19]=4)[C:13]1([CH3:37])[CH3:36], predict the reactants needed to synthesize it. The reactants are: [H-].C([Al+]CC(C)C)C(C)C.[OH:11][C@H:12]1[CH2:33][CH2:32][C@@:31]2([CH3:34])[CH:14]([CH2:15][CH2:16][C:17]3[C:18]4[C@:27]([CH3:35])([CH2:28][CH2:29][C:30]=32)[C@@H:21]([C@@H:22]([CH3:26])[CH2:23][C:24]#N)[CH2:20][CH:19]=4)[C:13]1([CH3:37])[CH3:36].S(=O)(=O)(O)[OH:39]. (9) Given the product [Cl:1][C:2]1[CH:3]=[CH:4][C:5]([O:6][CH:7]2[CH2:12][CH2:11][N:10]([C:13]([C:15]3[CH:16]=[C:17]([CH:21]=[CH:22][CH:23]=3)[C:18]([NH:26][CH2:27][C@@H:28]([OH:29])[C:30]3[CH:35]=[CH:34][CH:33]=[CH:32][CH:31]=3)=[O:19])=[O:14])[CH2:9][CH2:8]2)=[CH:24][CH:25]=1, predict the reactants needed to synthesize it. The reactants are: [Cl:1][C:2]1[CH:25]=[CH:24][C:5]([O:6][CH:7]2[CH2:12][CH2:11][N:10]([C:13]([C:15]3[CH:16]=[C:17]([CH:21]=[CH:22][CH:23]=3)[C:18](O)=[O:19])=[O:14])[CH2:9][CH2:8]2)=[CH:4][CH:3]=1.[NH2:26][CH2:27][C@H:28]([C:30]1[CH:35]=[CH:34][CH:33]=[CH:32][CH:31]=1)[OH:29].